This data is from Reaction yield outcomes from USPTO patents with 853,638 reactions. The task is: Predict the reaction yield, written as a fraction of the theoretical maximum amount of product (1.0 means a 100% yield; for example, 0.34 means a 34% yield). (1) The reactants are [NH:1]([C:8]1[N:9]([C:21]2[CH:26]=[CH:25][CH:24]=[CH:23][CH:22]=2)[C:10]2[C:15]([C:16](=[O:18])[CH:17]=1)=[C:14]([CH3:19])[CH:13]=[C:12](Cl)[N:11]=2)[C:2]1[CH:7]=[CH:6][CH:5]=[CH:4][CH:3]=1.[CH2:27]([Mg]Cl)[C:28]1[CH:33]=[CH:32][CH:31]=[CH:30][CH:29]=1. The catalyst is C1COCC1.Cl[Ni]1(Cl)[P](C2C=CC=CC=2)(C2C=CC=CC=2)CCC[P]1(C1C=CC=CC=1)C1C=CC=CC=1. The product is [NH:1]([C:8]1[N:9]([C:21]2[CH:26]=[CH:25][CH:24]=[CH:23][CH:22]=2)[C:10]2[C:15]([C:16](=[O:18])[CH:17]=1)=[C:14]([CH3:19])[CH:13]=[C:12]([CH2:27][C:28]1[CH:33]=[CH:32][CH:31]=[CH:30][CH:29]=1)[N:11]=2)[C:2]1[CH:7]=[CH:6][CH:5]=[CH:4][CH:3]=1. The yield is 0.410. (2) The reactants are [N:1]1[N:9]2[C:4]([O:5][CH2:6][CH2:7][CH2:8]2)=[C:3]([C:10]([OH:12])=O)[CH:2]=1.Cl.CN(C)CCCN=C=NCC.O.ON1C2C=CC=CC=2N=N1.CCN(C(C)C)C(C)C.Cl.[CH3:46][NH:47][O:48][CH3:49].C([O-])(O)=O.[Na+]. The catalyst is CN(C)C1C=CN=CC=1.C(#N)C. The product is [CH3:49][O:48][N:47]([CH3:46])[C:10]([C:3]1[CH:2]=[N:1][N:9]2[CH2:8][CH2:7][CH2:6][O:5][C:4]=12)=[O:12]. The yield is 0.880. (3) The reactants are [Cl:1][C:2]1[C:7]([CH:8]=[O:9])=[C:6]([O:10]C)[CH:5]=[C:4]([O:12]C)[CH:3]=1.B(Br)(Br)Br. The catalyst is ClCCl. The product is [Cl:1][C:2]1[C:7]([CH:8]=[O:9])=[C:6]([OH:10])[CH:5]=[C:4]([OH:12])[CH:3]=1. The yield is 0.580.